From a dataset of Peptide-MHC class II binding affinity with 134,281 pairs from IEDB. Regression. Given a peptide amino acid sequence and an MHC pseudo amino acid sequence, predict their binding affinity value. This is MHC class II binding data. (1) The peptide sequence is GQWRGAAGTAAQAAV. The MHC is HLA-DQA10501-DQB10201 with pseudo-sequence HLA-DQA10501-DQB10201. The binding affinity (normalized) is 0.441. (2) The peptide sequence is HGSEEWEPLTKKGNV. The MHC is DRB1_0802 with pseudo-sequence DRB1_0802. The binding affinity (normalized) is 0.590. (3) The peptide sequence is INEPTAAAIAYGLFR. The MHC is HLA-DQA10501-DQB10301 with pseudo-sequence HLA-DQA10501-DQB10301. The binding affinity (normalized) is 0.617. (4) The peptide sequence is LTKKGNVWEVKSSKP. The MHC is DRB1_1101 with pseudo-sequence DRB1_1101. The binding affinity (normalized) is 0.0738.